This data is from Forward reaction prediction with 1.9M reactions from USPTO patents (1976-2016). The task is: Predict the product of the given reaction. (1) Given the reactants [Cl:1][C:2]1[CH:3]=[C:4]([CH:13]=[CH:14][C:15]=1[Cl:16])[CH:5]=[N:6][CH2:7][CH:8](OC)OC.ClC1C(Cl)=CC=C2C=1C=CN=C2, predict the reaction product. The product is: [Cl:16][C:15]1[CH:14]=[C:13]2[C:4](=[CH:3][C:2]=1[Cl:1])[CH:5]=[N:6][CH:7]=[CH:8]2. (2) Given the reactants CS[C:3]1[N:8]=[C:7]([OH:9])[CH:6]=[CH:5][N:4]=1.[CH3:10][C:11]1([CH3:20])[CH2:16][CH:15]([NH2:17])[CH2:14][C:13]([CH3:19])([CH3:18])[NH:12]1, predict the reaction product. The product is: [CH3:10][C:11]1([CH3:20])[CH2:16][CH:15]([NH:17][C:3]2[N:8]=[C:7]([OH:9])[CH:6]=[CH:5][N:4]=2)[CH2:14][C:13]([CH3:19])([CH3:18])[NH:12]1. (3) The product is: [Br:1][C:2]1[N:7]=[C:6]([C:8]([NH:19][C:28](=[O:29])[CH2:27][Cl:26])([CH2:9][O:10][CH2:11][O:12][CH3:13])[CH2:14][O:15][CH2:16][O:17][CH3:18])[CH:5]=[CH:4][CH:3]=1. Given the reactants [Br:1][C:2]1[N:7]=[C:6]([C:8]([NH2:19])([CH2:14][O:15][CH2:16][O:17][CH3:18])[CH2:9][O:10][CH2:11][O:12][CH3:13])[CH:5]=[CH:4][CH:3]=1.C([O-])([O-])=O.[Na+].[Na+].[Cl:26][CH2:27][C:28](Cl)=[O:29], predict the reaction product. (4) Given the reactants [F:1][C:2]1[CH:3]=[CH:4][C:5]([C:8]2[CH:12]=[CH:11][NH:10][N:9]=2)=[N:6][CH:7]=1.C([O-])([O-])=O.[Cs+].[Cs+].Br[CH2:20][CH:21]([O:25][CH2:26][CH3:27])[O:22][CH2:23][CH3:24].O, predict the reaction product. The product is: [CH2:23]([O:22][CH:21]([O:25][CH2:26][CH3:27])[CH2:20][N:10]1[CH:11]=[CH:12][C:8]([C:5]2[CH:4]=[CH:3][C:2]([F:1])=[CH:7][N:6]=2)=[N:9]1)[CH3:24]. (5) Given the reactants [NH2:1][C:2]1[C:3]([C:7]2[NH:23][C:10]3=[CH:11][C:12]4[C:13]([CH3:22])([CH3:21])[C:14](=[O:20])[N:15]([CH2:18][CH3:19])[C:16]=4[CH:17]=[C:9]3[N:8]=2)=[N:4][NH:5][CH:6]=1.[C:24](O)(=[O:34])[C:25]1[CH:33]=[CH:32][C:31]2[O:30][CH2:29][O:28][C:27]=2[CH:26]=1, predict the reaction product. The product is: [CH2:18]([N:15]1[C:16]2[CH:17]=[C:9]3[N:8]=[C:7]([C:3]4[C:2]([NH:1][C:24]([C:25]5[CH:33]=[CH:32][C:31]6[O:30][CH2:29][O:28][C:27]=6[CH:26]=5)=[O:34])=[CH:6][NH:5][N:4]=4)[NH:23][C:10]3=[CH:11][C:12]=2[C:13]([CH3:22])([CH3:21])[C:14]1=[O:20])[CH3:19]. (6) Given the reactants [CH3:1][O:2][C:3]1[CH:20]=[CH:19][C:6]([CH2:7][N:8]2[C:12]3[N:13]=[CH:14][CH:15]=[C:16]([OH:17])[C:11]=3[C:10]([CH3:18])=[N:9]2)=[CH:5][CH:4]=1.[F:21][C:22]1[CH:27]=[C:26]([N+:28]([O-:30])=[O:29])[C:25]([F:31])=[CH:24][C:23]=1F.C(=O)([O-])[O-].[K+].[K+].CN(C=O)C, predict the reaction product. The product is: [F:21][C:22]1[CH:27]=[C:26]([N+:28]([O-:30])=[O:29])[C:25]([F:31])=[CH:24][C:23]=1[O:17][C:16]1[CH:15]=[CH:14][N:13]=[C:12]2[N:8]([CH2:7][C:6]3[CH:5]=[CH:4][C:3]([O:2][CH3:1])=[CH:20][CH:19]=3)[N:9]=[C:10]([CH3:18])[C:11]=12.